Dataset: Forward reaction prediction with 1.9M reactions from USPTO patents (1976-2016). Task: Predict the product of the given reaction. (1) Given the reactants [N:1]1([CH2:6][CH2:7][CH2:8][CH2:9][C:10]2[CH:25]=[CH:24][C:13]([O:14][CH2:15][C:16]3[O:17][CH:18]=[C:19]([C:21]([OH:23])=O)[N:20]=3)=[CH:12][CH:11]=2)[CH:5]=[CH:4][N:3]=[N:2]1.[NH2:26][C:27]1[CH:32]=[CH:31][C:30]([S:33]([NH:36][C:37]2[S:38][CH:39]=[CH:40][N:41]=2)(=[O:35])=[O:34])=[CH:29][CH:28]=1, predict the reaction product. The product is: [S:38]1[CH:39]=[CH:40][N:41]=[C:37]1[NH:36][S:33]([C:30]1[CH:29]=[CH:28][C:27]([NH:26][C:21]([C:19]2[N:20]=[C:16]([CH2:15][O:14][C:13]3[CH:12]=[CH:11][C:10]([CH2:9][CH2:8][CH2:7][CH2:6][N:1]4[CH:5]=[CH:4][N:3]=[N:2]4)=[CH:25][CH:24]=3)[O:17][CH:18]=2)=[O:23])=[CH:32][CH:31]=1)(=[O:35])=[O:34]. (2) The product is: [OH:8][N:9]1[CH:10]=[C:11]([C:20]2[CH:25]=[CH:24][CH:23]=[C:22]([NH:26][C:28]([NH:27][CH:30]([C:32]3[C:41]4[C:36](=[CH:37][CH:38]=[CH:39][CH:40]=4)[CH:35]=[CH:34][CH:33]=3)[CH3:31])=[O:29])[CH:21]=2)[CH:12]=[C:13]([C:16]([OH:18])=[O:17])[C:14]1=[O:15]. Given the reactants FC(F)(F)C([O-])=O.[OH:8][N:9]1[C:14](=[O:15])[C:13]([C:16]([O:18]C)=[O:17])=[CH:12][C:11]([C:20]2[CH:21]=[C:22]([NH3+:26])[CH:23]=[CH:24][CH:25]=2)=[CH:10]1.[N:27]([CH:30]([C:32]1[C:41]2[C:36](=[CH:37][CH:38]=[CH:39][CH:40]=2)[CH:35]=[CH:34][CH:33]=1)[CH3:31])=[C:28]=[O:29].[OH-].[K+].Cl, predict the reaction product.